This data is from Catalyst prediction with 721,799 reactions and 888 catalyst types from USPTO. The task is: Predict which catalyst facilitates the given reaction. (1) Reactant: [C:1]([N:9]([CH3:30])[C@@H:10]([CH:27]([CH3:29])[CH3:28])[C:11]([NH:13][C@@H:14]([CH3:26])[C:15]([N:17]1[CH2:22][CH2:21][CH2:20][C@@H:19]([C:23](O)=[O:24])[NH:18]1)=[O:16])=[O:12])(=[O:8])[CH2:2][CH2:3][CH2:4][CH2:5][CH:6]=[CH2:7].C([N:34](CC)[CH:35]([CH3:37])[CH3:36])(C)C.C[NH3+].F[P-](F)(F)(F)(F)F.N1(OC(N(C)C)=[N+](C)C)[C:53]2N=[CH:55][CH:56]=[CH:57][C:52]=2N=N1.F[P-](F)(F)(F)(F)F. Product: [CH:27]([C@@H:10]1[N:9]([CH3:30])[C:1](=[O:8])[CH2:2][CH2:3][CH2:4][CH2:5][CH:6]=[CH:7][C:52]2[CH:53]=[C:37]([CH:55]=[CH:56][CH:57]=2)[C@@H:35]([CH3:36])[NH:34][C:23](=[O:24])[C@H:19]2[NH:18][N:17]([CH2:22][CH2:21][CH2:20]2)[C:15](=[O:16])[C@H:14]([CH3:26])[NH:13][C:11]1=[O:12])([CH3:28])[CH3:29]. The catalyst class is: 10. (2) Reactant: [NH:1]1[CH2:6][CH2:5][O:4][CH2:3][CH2:2]1.CCN(CC)CC.[F:14][C:15]1[CH:16]=[C:17]([N+:22]([O-:24])=[O:23])[CH:18]=[CH:19][C:20]=1F. Product: [F:14][C:15]1[CH:16]=[C:17]([N+:22]([O-:24])=[O:23])[CH:18]=[CH:19][C:20]=1[N:1]1[CH2:6][CH2:5][O:4][CH2:3][CH2:2]1. The catalyst class is: 25. (3) Reactant: C([O:3][C:4]([C:6]1[N:7]=[C:8]([Br:11])[S:9][CH:10]=1)=[O:5])C.[Li+].[OH-]. Product: [Br:11][C:8]1[S:9][CH:10]=[C:6]([C:4]([OH:5])=[O:3])[N:7]=1. The catalyst class is: 24. (4) Reactant: [Br:1][C:2]1[CH:7]=[CH:6][C:5]([Zn]I)=[C:4]([F:10])[CH:3]=1.[CH3:11][N:12]1[C:16]([C:17](Cl)=[O:18])=[CH:15][C:14]([CH3:20])=[N:13]1.[Cl-].[NH4+]. Product: [Br:1][C:2]1[CH:7]=[CH:6][C:5]([C:17]([C:16]2[N:12]([CH3:11])[N:13]=[C:14]([CH3:20])[CH:15]=2)=[O:18])=[C:4]([F:10])[CH:3]=1. The catalyst class is: 602. (5) Reactant: Br[CH2:2][CH2:3][CH2:4][CH2:5][CH2:6][CH2:7][CH2:8][CH2:9][CH2:10][C:11]([OH:13])=[O:12].[N-:14]=[N+:15]=[N-:16].[Na+]. Product: [N:14]([CH2:2][CH2:3][CH2:4][CH2:5][CH2:6][CH2:7][CH2:8][CH2:9][CH2:10][C:11]([OH:13])=[O:12])=[N+:15]=[N-:16]. The catalyst class is: 3.